This data is from Forward reaction prediction with 1.9M reactions from USPTO patents (1976-2016). The task is: Predict the product of the given reaction. (1) Given the reactants [Si:1]([O:8][CH2:9][CH2:10][CH2:11][C@H:12]1[CH2:17][NH:16][CH2:15][CH2:14][N:13]1[S:18]([C:21]1[CH:26]=[CH:25][CH:24]=[CH:23][CH:22]=1)(=[O:20])=[O:19])([C:4]([CH3:7])([CH3:6])[CH3:5])([CH3:3])[CH3:2].[C:27](Cl)([O:29][CH2:30][C:31]1[CH:36]=[CH:35][CH:34]=[CH:33][CH:32]=1)=[O:28], predict the reaction product. The product is: [Si:1]([O:8][CH2:9][CH2:10][CH2:11][C@@H:12]1[N:13]([S:18]([C:21]2[CH:26]=[CH:25][CH:24]=[CH:23][CH:22]=2)(=[O:20])=[O:19])[CH2:14][CH2:15][N:16]([C:27]([O:29][CH2:30][C:31]2[CH:36]=[CH:35][CH:34]=[CH:33][CH:32]=2)=[O:28])[CH2:17]1)([C:4]([CH3:7])([CH3:5])[CH3:6])([CH3:3])[CH3:2]. (2) Given the reactants Cl[C:2]1[C:11]2[N:12]=[C:13]([CH2:27][O:28][CH2:29][CH3:30])[N:14]([CH2:15][C:16]3[O:20][N:19]=[C:18]([C:21]4[CH:22]=[N:23][CH:24]=[CH:25][CH:26]=4)[CH:17]=3)[C:10]=2[C:9]2[CH:8]=[CH:7][CH:6]=[CH:5][C:4]=2[N:3]=1.[NH3:31], predict the reaction product. The product is: [CH2:29]([O:28][CH2:27][C:13]1[N:14]([CH2:15][C:16]2[O:20][N:19]=[C:18]([C:21]3[CH:22]=[N:23][CH:24]=[CH:25][CH:26]=3)[CH:17]=2)[C:10]2[C:9]3[CH:8]=[CH:7][CH:6]=[CH:5][C:4]=3[N:3]=[C:2]([NH2:31])[C:11]=2[N:12]=1)[CH3:30]. (3) Given the reactants [CH2:1]([N:8]([CH2:16][C@@H:17]1[CH2:22][CH2:21][C@H:20]([CH2:23][OH:24])[CH2:19][CH2:18]1)[CH2:9][C:10]1[CH:15]=[CH:14][CH:13]=[CH:12][CH:11]=1)[C:2]1[CH:7]=[CH:6][CH:5]=[CH:4][CH:3]=1.C(N(CC)CC)C.[CH3:32][S:33](Cl)(=[O:35])=[O:34].C([O-])(O)=O.[Na+], predict the reaction product. The product is: [CH3:32][S:33]([O:24][CH2:23][C@H:20]1[CH2:21][CH2:22][C@@H:17]([CH2:16][N:8]([CH2:9][C:10]2[CH:11]=[CH:12][CH:13]=[CH:14][CH:15]=2)[CH2:1][C:2]2[CH:3]=[CH:4][CH:5]=[CH:6][CH:7]=2)[CH2:18][CH2:19]1)(=[O:35])=[O:34]. (4) Given the reactants [F:1][C:2]1[CH:3]=[N:4][C:5]2[C:10]([C:11]=1[CH2:12][CH2:13][C:14]13[CH2:21][CH2:20][C:17]([NH:22][CH2:23][C:24]4[CH:25]=[CH:26][C:27]5[O:28][CH2:29][C:30](=[O:34])[NH:31][C:32]=5[N:33]=4)([CH2:18][CH2:19]1)[CH2:16][O:15]3)=[N:9][C:8]([O:35][CH3:36])=[CH:7][C:6]=2[CH3:37].[ClH:38], predict the reaction product. The product is: [ClH:38].[F:1][C:2]1[CH:3]=[N:4][C:5]2[C:10]([C:11]=1[CH2:12][CH2:13][C:14]13[CH2:19][CH2:18][C:17]([NH:22][CH2:23][C:24]4[CH:25]=[CH:26][C:27]5[O:28][CH2:29][C:30](=[O:34])[NH:31][C:32]=5[N:33]=4)([CH2:20][CH2:21]1)[CH2:16][O:15]3)=[N:9][C:8]([O:35][CH3:36])=[CH:7][C:6]=2[CH3:37].